Dataset: Forward reaction prediction with 1.9M reactions from USPTO patents (1976-2016). Task: Predict the product of the given reaction. (1) Given the reactants [F:1][C:2]1[CH:7]=[CH:6][C:5]([C:8]#[C:9][C:10]2[N:14]3[CH:15]=[CH:16][CH:17]=[CH:18][C:13]3=[N:12][C:11]=2[CH2:19][O:20][C:21]2[CH:30]=[CH:29][CH:28]=[CH:27][C:22]=2[C:23]([O:25]C)=[O:24])=[CH:4][CH:3]=1.C(O)C.[OH-].[Na+].C(O)(=O)C, predict the reaction product. The product is: [F:1][C:2]1[CH:7]=[CH:6][C:5]([C:8]#[C:9][C:10]2[N:14]3[CH:15]=[CH:16][CH:17]=[CH:18][C:13]3=[N:12][C:11]=2[CH2:19][O:20][C:21]2[CH:30]=[CH:29][CH:28]=[CH:27][C:22]=2[C:23]([OH:25])=[O:24])=[CH:4][CH:3]=1. (2) Given the reactants C(OC([N:8]1[CH2:13][CH2:12][C:11]([OH:23])([C:14]2[C:19]([Cl:20])=[CH:18][CH:17]=[C:16]([CH2:21][CH3:22])[N:15]=2)[CH2:10][CH2:9]1)=O)(C)(C)C, predict the reaction product. The product is: [Cl:20][C:19]1[C:14]([C:11]2([OH:23])[CH2:12][CH2:13][NH:8][CH2:9][CH2:10]2)=[N:15][C:16]([CH2:21][CH3:22])=[CH:17][CH:18]=1. (3) Given the reactants [Cl:1][C:2]1[CH:7]=[CH:6][CH:5]=[C:4]([Cl:8])[C:3]=1[NH:9][C:10]([NH:12][C:13]1[S:14][C:15]([C:25]2[CH:30]=[CH:29][C:28]([O:31][CH3:32])=[CH:27][CH:26]=2)=[CH:16][C:17]=1[C:18]([O:20]C(C)(C)C)=[O:19])=[O:11].C(O)(C(F)(F)F)=O, predict the reaction product. The product is: [Cl:1][C:2]1[CH:7]=[CH:6][CH:5]=[C:4]([Cl:8])[C:3]=1[NH:9][C:10]([NH:12][C:13]1[S:14][C:15]([C:25]2[CH:26]=[CH:27][C:28]([O:31][CH3:32])=[CH:29][CH:30]=2)=[CH:16][C:17]=1[C:18]([OH:20])=[O:19])=[O:11]. (4) Given the reactants [Cl:1][C:2]1[CH:15]=[CH:14][CH:13]=[CH:12][C:3]=1[CH2:4][C:5]1[C:6]([CH3:11])=[N:7][NH:8][C:9]=1[NH2:10].[CH3:16][O:17][C:18]1[CH:23]=[CH:22][C:21]([C:24](=O)[CH2:25][C:26](OC)=[O:27])=[CH:20][CH:19]=1, predict the reaction product. The product is: [Cl:1][C:2]1[CH:15]=[CH:14][CH:13]=[CH:12][C:3]=1[CH2:4][C:5]1[C:6]([CH3:11])=[N:7][N:8]2[C:26](=[O:27])[CH:25]=[C:24]([C:21]3[CH:20]=[CH:19][C:18]([O:17][CH3:16])=[CH:23][CH:22]=3)[NH:10][C:9]=12. (5) Given the reactants [F:1][C:2]1[CH:9]=[C:6]([CH:7]=[O:8])[C:5]([OH:10])=[CH:4][CH:3]=1.[O:11]1[CH2:16][CH2:15][CH:14](OS(C)(=O)=O)[CH2:13][CH2:12]1.C(=O)([O-])[O-].[K+].[K+], predict the reaction product. The product is: [F:1][C:2]1[CH:3]=[CH:4][C:5]([O:10][CH:14]2[CH2:15][CH2:16][O:11][CH2:12][CH2:13]2)=[C:6]([CH:9]=1)[CH:7]=[O:8]. (6) Given the reactants [CH3:1][O:2][C:3]1[CH:8]=[CH:7][CH:6]=[CH:5][C:4]=1[SH:9].C(=O)([O-])[O-].[K+].[K+].[Cl:16][CH:17]1[CH:29]=[C:21]2[CH2:22][O:23][CH2:24][C:25]3[CH:26]=[CH:27][CH:28]=[C:19]([C:20]=32)[C:18]1([C:32]1[N:37]=[C:36](S(C)=O)[N:35]=[C:34]([NH2:41])[N:33]=1)[C:30]#[N:31].O, predict the reaction product. The product is: [Cl:16][CH:17]1[CH:29]=[C:21]2[CH2:22][O:23][CH2:24][C:25]3[CH:26]=[CH:27][CH:28]=[C:19]([C:20]=32)[C:18]1([C:32]1[N:37]=[C:36]([S:9][C:4]2[CH:5]=[CH:6][CH:7]=[CH:8][C:3]=2[O:2][CH3:1])[N:35]=[C:34]([NH2:41])[N:33]=1)[C:30]#[N:31].